Dataset: Full USPTO retrosynthesis dataset with 1.9M reactions from patents (1976-2016). Task: Predict the reactants needed to synthesize the given product. (1) Given the product [C:4]([CH2:6][NH:7][C:8]([C:10]1[CH:11]=[C:12]([NH:16]/[C:17](=[C:24]2\[C:25](=[O:33])[NH:26][C:27]3[C:32]\2=[CH:31][CH:30]=[CH:29][CH:28]=3)/[C:18]2[CH:23]=[CH:22][CH:21]=[CH:20][CH:19]=2)[CH:13]=[CH:14][CH:15]=1)=[O:9])([OH:5])=[O:3], predict the reactants needed to synthesize it. The reactants are: C([O:3][C:4]([CH2:6][NH:7][C:8]([C:10]1[CH:11]=[C:12]([NH:16]/[C:17](=[C:24]2\[C:25](=[O:33])[NH:26][C:27]3[C:32]\2=[CH:31][CH:30]=[CH:29][CH:28]=3)/[C:18]2[CH:23]=[CH:22][CH:21]=[CH:20][CH:19]=2)[CH:13]=[CH:14][CH:15]=1)=[O:9])=[O:5])C.[OH-].[Na+]. (2) The reactants are: O=[C:2]1[C:8]2[CH:9]=[CH:10][C:11]([C:13]([OH:15])=[O:14])=[CH:12][C:7]=2[CH2:6][CH2:5][CH2:4][CH2:3]1.Cl.[CH2:17]([C:21]1[CH:26]=[CH:25][C:24]([C:27]2[CH:32]=[CH:31][CH:30]=[C:29]([NH:33]N)[C:28]=2[F:35])=[CH:23][CH:22]=1)[CH2:18][CH2:19][CH3:20].C(C1C=CC(B(O)O)=CC=1)CCC. Given the product [CH2:17]([C:21]1[CH:22]=[CH:23][C:24]([C:27]2[C:28]([F:35])=[C:29]3[C:30]([C:3]4[CH2:4][CH2:5][CH2:6][C:7]5[CH:12]=[C:11]([C:13]([OH:15])=[O:14])[CH:10]=[CH:9][C:8]=5[C:2]=4[NH:33]3)=[CH:31][CH:32]=2)=[CH:25][CH:26]=1)[CH2:18][CH2:19][CH3:20], predict the reactants needed to synthesize it. (3) Given the product [Br:1][C:2]1[CH:3]=[CH:4][C:5]([C:6]([NH:18][CH:16]([CH3:17])[CH3:15])=[O:8])=[CH:9][CH:10]=1, predict the reactants needed to synthesize it. The reactants are: [Br:1][C:2]1[CH:10]=[CH:9][C:5]([C:6]([OH:8])=O)=[CH:4][CH:3]=1.S(Cl)(Cl)=O.[CH3:15][CH:16]([NH2:18])[CH3:17].